The task is: Predict the reactants needed to synthesize the given product.. This data is from Full USPTO retrosynthesis dataset with 1.9M reactions from patents (1976-2016). (1) Given the product [Br:1][C:2]1[CH:7]=[C:6]([CH:8]2[O:9][CH2:10][CH2:11][O:12]2)[CH:5]=[C:4]([O:13][CH2:20][CH3:21])[CH:3]=1, predict the reactants needed to synthesize it. The reactants are: [Br:1][C:2]1[CH:3]=[C:4]([OH:13])[CH:5]=[C:6]([CH:8]2[O:12][CH2:11][CH2:10][O:9]2)[CH:7]=1.C([O-])([O-])=O.[K+].[K+].[CH2:20](I)[CH3:21]. (2) Given the product [OH:2][C:3]1[CH:4]=[C:5]2[C:10](=[CH:11][CH:12]=1)[C:9](=[O:13])[N:8]([C@H:14]1[CH2:23][CH2:22][C:21]3[C:16](=[CH:17][CH:18]=[C:19]([CH2:24][N:25]4[CH2:26][CH2:27][CH:28]([O:31][CH3:32])[CH2:29][CH2:30]4)[CH:20]=3)[CH2:15]1)[CH2:7][CH2:6]2, predict the reactants needed to synthesize it. The reactants are: C[O:2][C:3]1[CH:4]=[C:5]2[C:10](=[CH:11][CH:12]=1)[C:9](=[O:13])[N:8]([C@H:14]1[CH2:23][CH2:22][C:21]3[C:16](=[CH:17][CH:18]=[C:19]([CH2:24][N:25]4[CH2:30][CH2:29][CH:28]([O:31][CH3:32])[CH2:27][CH2:26]4)[CH:20]=3)[CH2:15]1)[CH2:7][CH2:6]2.C1(S)C=CC=CC=1.C(=O)([O-])[O-].[K+].[K+]. (3) Given the product [F:13][CH2:12][CH2:11][O:10][C:8]1[N:7]([C:14]2[CH:19]=[CH:18][N:17]=[C:16]([NH2:20])[N:15]=2)[C:6]2[CH:21]=[C:2]([C:23]#[C:22][Si:24]([CH3:27])([CH3:26])[CH3:25])[CH:3]=[CH:4][C:5]=2[N:9]=1, predict the reactants needed to synthesize it. The reactants are: Br[C:2]1[CH:3]=[CH:4][C:5]2[N:9]=[C:8]([O:10][CH2:11][CH2:12][F:13])[N:7]([C:14]3[CH:19]=[CH:18][N:17]=[C:16]([NH2:20])[N:15]=3)[C:6]=2[CH:21]=1.[C:22]([Si:24]([CH3:27])([CH3:26])[CH3:25])#[CH:23].C(N(CC)CC)C. (4) Given the product [Si:29]([O:30][CH2:31][CH:32]1[CH2:41][C:40]2[C:35](=[CH:36][CH:37]=[CH:38][CH:39]=2)[N:34]([C:2]2[C:6]3[CH2:7][N:8]([C:11](=[O:13])[CH3:12])[CH2:9][CH2:10][C:5]=3[N:4]([C@H:14]3[CH2:18][CH2:17][O:16][CH2:15]3)[N:3]=2)[CH2:33]1)([C:25]([CH3:28])([CH3:27])[CH3:26])([CH3:43])[CH3:42], predict the reactants needed to synthesize it. The reactants are: Br[C:2]1[C:6]2[CH2:7][N:8]([C:11](=[O:13])[CH3:12])[CH2:9][CH2:10][C:5]=2[N:4]([C@H:14]2[CH2:18][CH2:17][O:16][CH2:15]2)[N:3]=1.C(O[Na])(C)(C)C.[C:25]([Si:29]([CH3:43])([CH3:42])[O:30][CH2:31][CH:32]1[CH2:41][C:40]2[C:35](=[CH:36][CH:37]=[CH:38][CH:39]=2)[NH:34][CH2:33]1)([CH3:28])([CH3:27])[CH3:26].COC(C)(C)C.C1(P(C2CCCCC2)C2C=CC=CC=2C2C(OC(C)C)=CC=CC=2OC(C)C)CCCCC1. (5) Given the product [F:22][C:23]([F:36])([F:35])[S:24]([N:5]([CH2:1][CH:2]([CH3:4])[CH3:3])[CH2:6][C:7]1[S:8][C:9]([C:12]2[CH:17]=[CH:16][CH:15]=[C:14]([S:18]([CH3:21])(=[O:20])=[O:19])[CH:13]=2)=[CH:10][CH:11]=1)(=[O:26])=[O:25], predict the reactants needed to synthesize it. The reactants are: [CH2:1]([NH:5][CH2:6][C:7]1[S:8][C:9]([C:12]2[CH:17]=[CH:16][CH:15]=[C:14]([S:18]([CH3:21])(=[O:20])=[O:19])[CH:13]=2)=[CH:10][CH:11]=1)[CH:2]([CH3:4])[CH3:3].[F:22][C:23]([F:36])([F:35])[S:24](O[S:24]([C:23]([F:36])([F:35])[F:22])(=[O:26])=[O:25])(=[O:26])=[O:25].C(N(CC)C(C)C)(C)C. (6) Given the product [C:5]([O-:20])(=[O:19])[CH2:6][CH2:7][CH2:8][CH2:9][CH2:10][CH2:11][CH2:12][CH2:13][CH2:14][CH2:15][CH2:16][CH2:17][CH3:18].[Ag+:25], predict the reactants needed to synthesize it. The reactants are: CO.[OH-].[Na+].[C:5]([OH:20])(=[O:19])[CH2:6][CH2:7][CH2:8][CH2:9][CH2:10][CH2:11][CH2:12][CH2:13][CH2:14][CH2:15][CH2:16][CH2:17][CH3:18].[N+]([O-])([O-])=O.[Ag+:25].